Task: Predict the reaction yield, written as a fraction of the theoretical maximum amount of product (1.0 means a 100% yield; for example, 0.34 means a 34% yield).. Dataset: Reaction yield outcomes from USPTO patents with 853,638 reactions (1) The reactants are [H-].[H-].[H-].[H-].[Li+].[Al+3].[O:7]1[CH2:12][CH2:11][CH:10]([CH2:13][C:14](O)=[O:15])[CH2:9][CH2:8]1. The catalyst is C1COCC1. The product is [O:7]1[CH2:12][CH2:11][CH:10]([CH2:13][CH2:14][OH:15])[CH2:9][CH2:8]1. The yield is 0.900. (2) The yield is 0.680. The reactants are [C:1]([C:3]1([C:7]2[CH:8]=[C:9]([CH:13]=[CH:14][CH:15]=2)[C:10]([OH:12])=O)[CH2:6][CH2:5][CH2:4]1)#[N:2].C(Cl)(=O)C(Cl)=O.O1CCCC1.[NH2:27][C:28]1[C:29]([F:51])=[CH:30][C:31]([Cl:50])=[C:32]([CH:49]=1)[O:33][C:34]1[CH:35]=[CH:36][C:37]2[N:38]([CH:40]=[C:41]([NH:43][C:44]([CH:46]3[CH2:48][CH2:47]3)=[O:45])[N:42]=2)[N:39]=1. The product is [Cl:50][C:31]1[C:32]([O:33][C:34]2[CH:35]=[CH:36][C:37]3[N:38]([CH:40]=[C:41]([NH:43][C:44]([CH:46]4[CH2:47][CH2:48]4)=[O:45])[N:42]=3)[N:39]=2)=[CH:49][C:28]([NH:27][C:10](=[O:12])[C:9]2[CH:13]=[CH:14][CH:15]=[C:7]([C:3]3([C:1]#[N:2])[CH2:4][CH2:5][CH2:6]3)[CH:8]=2)=[C:29]([F:51])[CH:30]=1. The catalyst is CN(C)C=O.CN1CCCC1=O. (3) The reactants are C[Si](Cl)(C)C.C[OH:7].[CH3:8][O:9][CH2:10][CH2:11][N:12]([CH3:23])[C:13]1[N:18]=[CH:17][C:16]([CH:19]([CH3:22])[C:20]#N)=[CH:15][CH:14]=1.[C:24]([O-])(O)=[O:25].[Na+]. The catalyst is O. The product is [CH3:8][O:9][CH2:10][CH2:11][N:12]([CH3:23])[C:13]1[N:18]=[CH:17][C:16]([CH:19]([CH3:22])[C:20]([O:25][CH3:24])=[O:7])=[CH:15][CH:14]=1. The yield is 0.610. (4) The reactants are [CH2:1]([O:8][C:9]1[C:10]([CH3:27])=[C:11]([CH:15](OC)[C:16]2[C:24]3[C:19](=[N:20][CH:21]=[CH:22][CH:23]=3)[NH:18][CH:17]=2)[CH:12]=[CH:13][CH:14]=1)[C:2]1[CH:7]=[CH:6][CH:5]=[CH:4][CH:3]=1.FC(F)(F)C(O)=O.C([SiH](CC)CC)C. The catalyst is C(#N)C. The product is [CH2:1]([O:8][C:9]1[C:10]([CH3:27])=[C:11]([CH:12]=[CH:13][CH:14]=1)[CH2:15][C:16]1[C:24]2[C:19](=[N:20][CH:21]=[CH:22][CH:23]=2)[NH:18][CH:17]=1)[C:2]1[CH:3]=[CH:4][CH:5]=[CH:6][CH:7]=1. The yield is 0.750. (5) The reactants are [Cl:1][C:2]1([C:5]2OC(=O)[S:7][N:6]=2)[CH2:4][CH2:3]1.[S:11]([C:21]#[N:22])([C:14]1[CH:20]=[CH:19][C:17]([CH3:18])=[CH:16][CH:15]=1)(=[O:13])=[O:12].CCCCC. The catalyst is ClC1C=CC=CC=1Cl. The product is [Cl:1][C:2]1([C:5]2[N:22]=[C:21]([S:11]([C:14]3[CH:20]=[CH:19][C:17]([CH3:18])=[CH:16][CH:15]=3)(=[O:13])=[O:12])[S:7][N:6]=2)[CH2:4][CH2:3]1. The yield is 0.852. (6) The reactants are [Br:1][C:2]1[CH:10]=[C:9]2[C:5]([CH2:6][CH2:7][C:8]2=[O:11])=[CH:4][CH:3]=1.C=O.[C:14]1(B(O)O)C=CC=CC=1.FC(F)(F)C(O)=O. The catalyst is C1(C)C=CC=CC=1. The product is [Br:1][C:2]1[CH:10]=[C:9]2[C:5]([CH2:6][C:7](=[CH2:14])[C:8]2=[O:11])=[CH:4][CH:3]=1. The yield is 0.300. (7) The reactants are [Cl:1][C:2]1[CH:3]=[C:4]([C:18](=[NH:24])[N:19]([CH2:22][CH3:23])[CH2:20][CH3:21])[CH:5]=[CH:6][C:7]=1[CH2:8][S:9][C:10]1[N:15]=[C:14]([OH:16])[CH:13]=[C:12]([CH3:17])[N:11]=1.[ClH:25].O1CCOCC1. The catalyst is CO. The product is [ClH:1].[ClH:25].[Cl:1][C:2]1[CH:3]=[C:4]([C:18](=[NH:24])[N:19]([CH2:22][CH3:23])[CH2:20][CH3:21])[CH:5]=[CH:6][C:7]=1[CH2:8][S:9][C:10]1[N:15]=[C:14]([OH:16])[CH:13]=[C:12]([CH3:17])[N:11]=1. The yield is 0.810.